Dataset: Catalyst prediction with 721,799 reactions and 888 catalyst types from USPTO. Task: Predict which catalyst facilitates the given reaction. (1) Reactant: [CH2:1]([O:5][CH2:6][CH2:7][O:8][C:9]1[CH:14]=[CH:13][C:12]([C:15]2[CH:16]=[CH:17][C:18]3[N:24]([C:25](=[O:30])[C:26]([F:29])([F:28])[F:27])[CH2:23][CH2:22][C:21]([C:31]([NH:33][C:34]4[CH:39]=[CH:38][C:37]([CH:40]([OH:51])[C:41]5[C:46]([O:47][CH2:48][CH2:49][CH3:50])=[CH:45][CH:44]=[CH:43][N:42]=5)=[CH:36][CH:35]=4)=[O:32])=[CH:20][C:19]=3[CH:52]=2)=[CH:11][CH:10]=1)[CH2:2][CH2:3][CH3:4].ClC1C=CC=C(C(OO)=[O:61])C=1.S([O-])([O-])(=O)=S.[Na+].[Na+]. Product: [CH2:1]([O:5][CH2:6][CH2:7][O:8][C:9]1[CH:10]=[CH:11][C:12]([C:15]2[CH:16]=[CH:17][C:18]3[N:24]([C:25](=[O:30])[C:26]([F:29])([F:27])[F:28])[CH2:23][CH2:22][C:21]([C:31]([NH:33][C:34]4[CH:35]=[CH:36][C:37]([CH:40]([OH:51])[C:41]5[C:46]([O:47][CH2:48][CH2:49][CH3:50])=[CH:45][CH:44]=[CH:43][N+:42]=5[O-:61])=[CH:38][CH:39]=4)=[O:32])=[CH:20][C:19]=3[CH:52]=2)=[CH:13][CH:14]=1)[CH2:2][CH2:3][CH3:4]. The catalyst class is: 4. (2) Reactant: [CH:1]1([CH2:4][N:5]2[CH2:30][CH2:29][C@:12]34[C:13]5[C:14]6[O:28][C@H:11]3[C:10](=[O:31])[CH2:9][CH2:8][C@@:7]4([O:32][CH3:33])[C@H:6]2[CH2:19][C:18]=5[CH:17]=[CH:16][C:15]=6[O:20]CC2C=CC=CC=2)[CH2:3][CH2:2]1. Product: [CH:1]1([CH2:4][N:5]2[CH2:30][CH2:29][C@:12]34[C:13]5[C:14]6[O:28][C@H:11]3[C:10](=[O:31])[CH2:9][CH2:8][C@@:7]4([O:32][CH3:33])[C@H:6]2[CH2:19][C:18]=5[CH:17]=[CH:16][C:15]=6[OH:20])[CH2:2][CH2:3]1. The catalyst class is: 19. (3) Reactant: [F:1][C:2]1[C:12]([F:13])=[CH:11][CH:10]=[CH:9][C:3]=1[CH:4]=[CH:5][C:6]([OH:8])=[O:7].[H][H]. Product: [F:1][C:2]1[C:12]([F:13])=[CH:11][CH:10]=[CH:9][C:3]=1[CH2:4][CH2:5][C:6]([OH:8])=[O:7]. The catalyst class is: 29. (4) Reactant: COC1[CH:32]=[CH:31][C:6]([CH2:7][N:8]2[C:12]([NH2:13])=[C:11]([C:14]3[C:18](=[NH:19])[N:17]([CH2:20][C:21]4[CH:26]=[CH:25][C:24]([O:27][CH2:28]C)=[CH:23][CH:22]=4)[C:16](=[O:30])[N:15]=3)[N:10]=[CH:9]2)=[CH:5]C=1.[CH:33]([O:40][CH2:41][CH3:42])(OCC)OCC.[CH3:43]C#N. Product: [CH3:28][O:27][C:24]1[CH:25]=[CH:26][C:21]([CH2:20][N:17]2[C:18]3=[N:19][CH:43]=[N:13][C:12]4[N:8]([CH2:7][C:6]5[CH:5]=[CH:42][C:41]([O:40][CH3:33])=[CH:32][CH:31]=5)[CH:9]=[N:10][C:11]=4[C:14]3=[N:15][C:16]2=[O:30])=[CH:22][CH:23]=1. The catalyst class is: 65.